From a dataset of Reaction yield outcomes from USPTO patents with 853,638 reactions. Predict the reaction yield, written as a fraction of the theoretical maximum amount of product (1.0 means a 100% yield; for example, 0.34 means a 34% yield). (1) The reactants are [CH2:1](Br)[C:2]1[CH:7]=[CH:6][CH:5]=[CH:4][CH:3]=1.[OH:9][CH2:10][C@H:11]1[CH2:13][C@@H:12]1[CH2:14][C:15]([OH:17])=[O:16].C(=O)([O-])[O-].[K+].[K+].CN(C=O)C. The catalyst is O. The product is [OH:9][CH2:10][C@H:11]1[CH2:13][C@@H:12]1[CH2:14][C:15]([O:17][CH2:1][C:2]1[CH:7]=[CH:6][CH:5]=[CH:4][CH:3]=1)=[O:16]. The yield is 0.790. (2) The reactants are [Cl:1][C:2]1[CH:7]=[C:6]([Cl:8])[CH:5]=[CH:4][C:3]=1[C@H:9]1[C:14]([C:15]([O:17][C@H:18]([CH3:24])[C:19]([O:21][CH2:22][CH3:23])=[O:20])=[O:16])=[C:13]([CH3:25])[NH:12][C:11]([C:26]2[S:27][CH:28]=[CH:29][N:30]=2)=[N:10]1.C1C(=O)N([Br:38])C(=O)C1. The catalyst is ClC(Cl)(Cl)Cl. The product is [Cl:1][C:2]1[CH:7]=[C:6]([Cl:8])[CH:5]=[CH:4][C:3]=1[C@H:9]1[C:14]([C:15]([O:17][C@H:18]([CH3:24])[C:19]([O:21][CH2:22][CH3:23])=[O:20])=[O:16])=[C:13]([CH2:25][Br:38])[NH:12][C:11]([C:26]2[S:27][CH:28]=[CH:29][N:30]=2)=[N:10]1. The yield is 0.550. (3) The reactants are [O:1]1[CH2:6][CH2:5][C:4](=O)[CH2:3][CH2:2]1.[NH2:8][C:9]1[C:10]([Br:20])=[C:11]([CH:16]=[C:17]([Cl:19])[CH:18]=1)[C:12]([O:14][CH3:15])=[O:13].[Na].CC(O)=O. The catalyst is C([O-])(O)=O.[Na+].ClCCCl. The product is [Br:20][C:10]1[C:9]([NH:8][CH:4]2[CH2:5][CH2:6][O:1][CH2:2][CH2:3]2)=[CH:18][C:17]([Cl:19])=[CH:16][C:11]=1[C:12]([O:14][CH3:15])=[O:13]. The yield is 0.670. (4) The reactants are [CH3:1][O:2][C:3]([C:5]1[S:9][C:8]([CH2:10]Br)=[N:7][C:6]=1[C:12]1[CH:17]=[CH:16][C:15]([O:18][CH3:19])=[CH:14][CH:13]=1)=[O:4].[F:20][C:21]1[C:29]([OH:30])=[CH:28][CH:27]=[C:26]([F:31])[C:22]=1[C:23]([NH2:25])=[O:24].C(=O)([O-])[O-].[K+].[K+]. The catalyst is CN(C=O)C. The product is [CH3:1][O:2][C:3]([C:5]1[S:9][C:8]([CH2:10][O:30][C:29]2[CH:28]=[CH:27][C:26]([F:31])=[C:22]([C:23](=[O:24])[NH2:25])[C:21]=2[F:20])=[N:7][C:6]=1[C:12]1[CH:17]=[CH:16][C:15]([O:18][CH3:19])=[CH:14][CH:13]=1)=[O:4]. The yield is 0.400. (5) The reactants are [C:1]([C:5]1[CH:10]=[CH:9][C:8]([N+:11]([O-:13])=[O:12])=[CH:7][CH:6]=1)([CH3:4])([CH3:3])[CH3:2].[Br:14]Br.S([O-])(O)=O.[Na+]. The catalyst is S(=O)(=O)(O)O.S([O-])([O-])(=O)=O.[Ag+2]. The product is [Br:14][C:10]1[CH:9]=[C:8]([N+:11]([O-:13])=[O:12])[CH:7]=[CH:6][C:5]=1[C:1]([CH3:4])([CH3:2])[CH3:3]. The yield is 0.980.